Task: Predict the product of the given reaction.. Dataset: Forward reaction prediction with 1.9M reactions from USPTO patents (1976-2016) (1) Given the reactants [Cl:1][C:2]1[N:7]=[C:6]([N:8](C(OC(C)(C)C)=O)[N:9](C(OC(C)(C)C)=O)C(OC(C)(C)C)=O)[C:5]([F:31])=[C:4]([NH:32][CH2:33][CH2:34][C:35]2[CH:39]=[CH:38][S:37][CH:36]=2)[N:3]=1.Cl, predict the reaction product. The product is: [Cl:1][C:2]1[NH:3][C:4]([NH:32][CH2:33][CH2:34][C:35]2[CH:39]=[CH:38][S:37][CH:36]=2)=[C:5]([F:31])[C:6](=[N:8][NH2:9])[N:7]=1. (2) Given the reactants [CH3:1][C:2]1[C:3](=[O:23])[CH2:4][CH2:5][C@@:6]2([C:13]3[CH:14]=[C:15]([CH:20]=[CH:21][CH:22]=3)[C:16]([O:18][CH3:19])=[O:17])[C:11]=1[CH2:10][CH2:9][CH2:8][C:7]2=[O:12].[BH4-].[Na+].C(O)(=O)C, predict the reaction product. The product is: [OH:12][C@@H:7]1[C@:6]2([C:13]3[CH:14]=[C:15]([CH:20]=[CH:21][CH:22]=3)[C:16]([O:18][CH3:19])=[O:17])[C:11](=[C:2]([CH3:1])[C:3](=[O:23])[CH2:4][CH2:5]2)[CH2:10][CH2:9][CH2:8]1. (3) Given the reactants [NH2:1][C:2]1[CH:7]=[CH:6][C:5]([C:8]2[N:12]([CH3:13])[C:11]([C:14]#[N:15])=[CH:10][CH:9]=2)=[CH:4][CH:3]=1.[CH3:16][S:17](Cl)(=[O:19])=[O:18].O, predict the reaction product. The product is: [C:14]([C:11]1[N:12]([CH3:13])[C:8]([C:5]2[CH:6]=[CH:7][C:2]([NH:1][S:17]([CH3:16])(=[O:19])=[O:18])=[CH:3][CH:4]=2)=[CH:9][CH:10]=1)#[N:15]. (4) Given the reactants [NH:1]1[CH2:6][CH2:5][CH:4]([NH:7][C:8]([N:10]2[C@@:14]([C:16]3[CH:21]=[CH:20][C:19]([Cl:22])=[CH:18][CH:17]=3)([CH3:15])[C@@:13]([C:24]3[CH:29]=[CH:28][C:27]([Cl:30])=[CH:26][CH:25]=3)([CH3:23])[N:12]=[C:11]2[C:31]2[CH:32]=[N:33][C:34]([C:40]([CH3:43])([CH3:42])[CH3:41])=[CH:35][C:36]=2[O:37][CH2:38][CH3:39])=[O:9])[CH2:3][CH2:2]1.Br[CH2:45][C:46]([O:48][CH2:49][CH3:50])=[O:47], predict the reaction product. The product is: [CH2:49]([O:48][C:46](=[O:47])[CH2:45][N:1]1[CH2:2][CH2:3][CH:4]([NH:7][C:8]([N:10]2[C@@:14]([C:16]3[CH:21]=[CH:20][C:19]([Cl:22])=[CH:18][CH:17]=3)([CH3:15])[C@@:13]([C:24]3[CH:29]=[CH:28][C:27]([Cl:30])=[CH:26][CH:25]=3)([CH3:23])[N:12]=[C:11]2[C:31]2[CH:32]=[N:33][C:34]([C:40]([CH3:42])([CH3:41])[CH3:43])=[CH:35][C:36]=2[O:37][CH2:38][CH3:39])=[O:9])[CH2:5][CH2:6]1)[CH3:50].